From a dataset of TCR-epitope binding with 47,182 pairs between 192 epitopes and 23,139 TCRs. Binary Classification. Given a T-cell receptor sequence (or CDR3 region) and an epitope sequence, predict whether binding occurs between them. The epitope is RQLLFVVEV. The TCR CDR3 sequence is CASSQGTSGSYTGELFF. Result: 1 (the TCR binds to the epitope).